This data is from Full USPTO retrosynthesis dataset with 1.9M reactions from patents (1976-2016). The task is: Predict the reactants needed to synthesize the given product. (1) Given the product [NH2:10][C:11]1[N:12]=[C:13]([C:31]2[CH:32]=[CH:33][CH:34]=[CH:35][CH:36]=2)[C:14]([C:21]2[CH:22]=[CH:23][C:24](=[O:30])[N:25]([CH:27]([CH3:29])[CH3:28])[N:26]=2)=[N:15][C:16]=1[O:9][CH:3]1[CH2:8][CH2:7][CH2:6][CH2:5][CH2:4]1, predict the reactants needed to synthesize it. The reactants are: [H-].[Na+].[CH:3]1([OH:9])[CH2:8][CH2:7][CH2:6][CH2:5][CH2:4]1.[NH2:10][C:11]1[N:12]=[C:13]([C:31]2[CH:36]=[CH:35][CH:34]=[CH:33][CH:32]=2)[C:14]([C:21]2[CH:22]=[CH:23][C:24](=[O:30])[N:25]([CH:27]([CH3:29])[CH3:28])[N:26]=2)=[N:15][C:16]=1S(C)(=O)=O.Cl. (2) The reactants are: [Cl:1][C:2]1[CH:8]=[CH:7][C:6]([Cl:9])=[CH:5][C:3]=1[NH2:4].[C:10](N1C=CN=C1)(N1C=CN=C1)=[S:11].[NH2:22][C:23]1[CH:28]=[CH:27][C:26]([NH:29][C:30]([C:32]2[N:33]=[N:34][S:35][CH:36]=2)=[O:31])=[CH:25][CH:24]=1. Given the product [Cl:1][C:2]1[CH:8]=[CH:7][C:6]([Cl:9])=[CH:5][C:3]=1[NH:4][C:10](=[S:11])[NH:22][C:23]1[CH:24]=[CH:25][C:26]([NH:29][C:30]([C:32]2[N:33]=[N:34][S:35][CH:36]=2)=[O:31])=[CH:27][CH:28]=1, predict the reactants needed to synthesize it.